This data is from Catalyst prediction with 721,799 reactions and 888 catalyst types from USPTO. The task is: Predict which catalyst facilitates the given reaction. (1) Reactant: [CH3:1][C:2]1[CH:16]=[CH:15][C:5]([CH2:6][NH:7][CH:8]2[CH2:13][CH2:12][N:11]([CH3:14])[CH2:10][CH2:9]2)=[CH:4][CH:3]=1.[OH:17][C:18]1[CH:19]=[C:20]([CH2:26][C:27](O)=[O:28])[CH:21]=[CH:22][C:23]=1[O:24][CH3:25].C(N(C(C)C)CC)(C)C.F[P-](F)(F)(F)(F)F.Br[P+](N1CCCC1)(N1CCCC1)N1CCCC1. Product: [CH3:1][C:2]1[CH:3]=[CH:4][C:5]([CH2:6][N:7]([CH:8]2[CH2:13][CH2:12][N:11]([CH3:14])[CH2:10][CH2:9]2)[C:27](=[O:28])[CH2:26][C:20]2[CH:21]=[CH:22][C:23]([O:24][CH3:25])=[C:18]([OH:17])[CH:19]=2)=[CH:15][CH:16]=1. The catalyst class is: 18. (2) Reactant: [NH:1]1[C:5]([CH2:6][CH2:7][C:8]([OH:10])=[O:9])=[CH:4][N:3]=[CH:2]1.C([O-])([O-])=O.[K+].[K+].[C:17](O[C:17]([O:19][C:20]([CH3:23])([CH3:22])[CH3:21])=[O:18])([O:19][C:20]([CH3:23])([CH3:22])[CH3:21])=[O:18]. Product: [CH3:21][C:20]([CH3:23])([O:19][C:17]([N:1]1[C:5]([CH2:6][CH2:7][C:8]([OH:10])=[O:9])=[CH:4][N:3]=[CH:2]1)=[O:18])[CH3:22]. The catalyst class is: 192.